Dataset: Full USPTO retrosynthesis dataset with 1.9M reactions from patents (1976-2016). Task: Predict the reactants needed to synthesize the given product. (1) The reactants are: [CH2:1]([N:8]1[CH2:13][CH2:12][N:11](C(OC(C)(C)C)=O)[C@H:10]([CH2:21][N:22](CC2C=CC(OC)=CC=2OC)[C:23](=[O:32])[C:24]2[CH:29]=[CH:28][CH:27]=[CH:26][C:25]=2[O:30][CH3:31])[CH2:9]1)[C:2]1[CH:7]=[CH:6][CH:5]=[CH:4][CH:3]=1.C(O)(C(F)(F)F)=O.C(=O)([O-])O.[Na+].C(=O)([O-])[O-].[K+].[K+]. Given the product [CH2:1]([N:8]1[CH2:13][CH2:12][NH:11][C@H:10]([CH2:21][NH:22][C:23](=[O:32])[C:24]2[CH:29]=[CH:28][CH:27]=[CH:26][C:25]=2[O:30][CH3:31])[CH2:9]1)[C:2]1[CH:7]=[CH:6][CH:5]=[CH:4][CH:3]=1, predict the reactants needed to synthesize it. (2) Given the product [CH:32]1([O:37][C:38](=[O:39])[NH:1][C:2]2[CH:3]=[C:4]3[C:8](=[CH:9][CH:10]=2)[N:7]([CH3:11])[CH:6]=[C:5]3[CH2:12][C:13]2[CH:22]=[CH:21][C:16]([C:17]([O:19][CH3:20])=[O:18])=[CH:15][C:14]=2[O:23][CH3:24])[CH2:36][CH2:35][CH2:34][CH2:33]1, predict the reactants needed to synthesize it. The reactants are: [NH2:1][C:2]1[CH:3]=[C:4]2[C:8](=[CH:9][CH:10]=1)[N:7]([CH3:11])[CH:6]=[C:5]2[CH2:12][C:13]1[CH:22]=[CH:21][C:16]([C:17]([O:19][CH3:20])=[O:18])=[CH:15][C:14]=1[O:23][CH3:24].CN1CCOCC1.[CH:32]1([O:37][C:38](Cl)=[O:39])[CH2:36][CH2:35][CH2:34][CH2:33]1. (3) Given the product [Br:1][C:2]1[CH:6]=[N:5][N:4]([CH3:7])[C:3]=1[NH:8][C:9]1[CH:14]=[CH:13][C:12]([C:19]2[CH:20]=[CH:21][C:22]([C:23]([F:25])([F:26])[F:24])=[C:17]([Cl:16])[CH:18]=2)=[CH:11][CH:10]=1, predict the reactants needed to synthesize it. The reactants are: [Br:1][C:2]1[CH:6]=[N:5][N:4]([CH3:7])[C:3]=1[NH:8][C:9]1[CH:14]=[CH:13][C:12](I)=[CH:11][CH:10]=1.[Cl:16][C:17]1[CH:18]=[C:19](B(O)O)[CH:20]=[CH:21][C:22]=1[C:23]([F:26])([F:25])[F:24].C(=O)([O-])[O-].[Cs+].[Cs+].COCCOC. (4) Given the product [C:1]1([C:7]([NH:9][CH:10]2[CH2:15][CH:14]([C:16]3[CH:21]=[CH:20][C:19]([C:22]([F:23])([F:25])[F:24])=[CH:18][CH:17]=3)[CH2:13][N:12]([C:26]([N:28]3[CH2:29][CH2:30][CH:31]([C:34]([NH2:38])=[O:35])[CH2:32][CH2:33]3)=[O:27])[CH2:11]2)=[O:8])[CH:6]=[CH:5][CH:4]=[CH:3][CH:2]=1, predict the reactants needed to synthesize it. The reactants are: [C:1]1([C:7]([NH:9][CH:10]2[CH2:15][CH:14]([C:16]3[CH:21]=[CH:20][C:19]([C:22]([F:25])([F:24])[F:23])=[CH:18][CH:17]=3)[CH2:13][N:12]([C:26]([N:28]3[CH2:33][CH2:32][CH:31]([C:34](O)=[O:35])[CH2:30][CH2:29]3)=[O:27])[CH2:11]2)=[O:8])[CH:6]=[CH:5][CH:4]=[CH:3][CH:2]=1.C[N:38](C(ON1N=NC2C=CC=NC1=2)=[N+](C)C)C.F[P-](F)(F)(F)(F)F.C([O-])(=O)C.[NH4+]. (5) The reactants are: C(OC[N:10]1[C:18]2[C:17]([NH2:19])=[N:16][C:15]([CH2:20][CH2:21][CH2:22][CH3:23])=[N:14][C:13]=2[C:12]([C:24]#[C:25][CH2:26][CH2:27][CH2:28][CH2:29][N:30]2[CH2:34][CH2:33][C@@H:32]([F:35])[CH2:31]2)=[CH:11]1)C1C=CC=CC=1. Given the product [CH2:20]([C:15]1[N:16]=[C:17]([NH2:19])[C:18]2[NH:10][CH:11]=[C:12]([CH2:24][CH2:25][CH2:26][CH2:27][CH2:28][CH2:29][N:30]3[CH2:34][CH2:33][C@@H:32]([F:35])[CH2:31]3)[C:13]=2[N:14]=1)[CH2:21][CH2:22][CH3:23], predict the reactants needed to synthesize it.